Dataset: Forward reaction prediction with 1.9M reactions from USPTO patents (1976-2016). Task: Predict the product of the given reaction. (1) Given the reactants FC(F)(F)S(O[C:7]1[CH:12]=[CH:11][C:10]([C:13]([C:24]2[CH:29]=[CH:28][C:27]([F:30])=[CH:26][CH:25]=2)=[C:14]2[CH2:19][C:18]([CH3:21])([CH3:20])[CH2:17][C:16]([CH3:23])([CH3:22])[CH2:15]2)=[CH:9][CH:8]=1)(=O)=O.C([O-])([O-])=O.[Na+].[Na+].[O:39]1[CH:43]=[CH:42][CH:41]=[C:40]1B(O)O, predict the reaction product. The product is: [F:30][C:27]1[CH:26]=[CH:25][C:24]([C:13](=[C:14]2[CH2:15][C:16]([CH3:22])([CH3:23])[CH2:17][C:18]([CH3:20])([CH3:21])[CH2:19]2)[C:10]2[CH:9]=[CH:8][C:7]([C:40]3[O:39][CH:43]=[CH:42][CH:41]=3)=[CH:12][CH:11]=2)=[CH:29][CH:28]=1. (2) Given the reactants [C:1]1([N:7]2[C:25](=[O:26])[C:10]3=[CH:11][NH:12][C:13]4[CH:14]=[CH:15][C:16]([N:19]5[CH2:24][CH2:23][NH:22][CH2:21][CH2:20]5)=[N:17][C:18]=4[C:9]3=[N:8]2)[CH:6]=[CH:5][CH:4]=[CH:3][CH:2]=1.[F:27][C:28]1[CH:33]=[CH:32][C:31](N2CCNCC2)=[CH:30][CH:29]=1, predict the reaction product. The product is: [F:27][C:28]1[CH:33]=[CH:32][C:31]([N:22]2[CH2:21][CH2:20][N:19]([C:16]3[CH:15]=[CH:14][C:13]4[NH:12][CH:11]=[C:10]5[C:25](=[O:26])[N:7]([C:1]6[CH:6]=[CH:5][CH:4]=[CH:3][CH:2]=6)[N:8]=[C:9]5[C:18]=4[N:17]=3)[CH2:24][CH2:23]2)=[CH:30][CH:29]=1. (3) Given the reactants B(Br)(Br)Br.[F:5][C:6]1[CH:7]=[C:8]([CH:11]=[C:12]([F:16])[C:13]=1[O:14]C)[C:9]#[N:10], predict the reaction product. The product is: [F:5][C:6]1[CH:7]=[C:8]([CH:11]=[C:12]([F:16])[C:13]=1[OH:14])[C:9]#[N:10]. (4) Given the reactants ClC1[N:3]=[C:4]2[C:9](=[CH:10][CH:11]=1)[N:8]=[CH:7][C:6]([CH2:12][NH:13][CH3:14])=[C:5]2[NH:15][C:16]1[CH:21]=[CH:20][C:19]([C:22]([CH3:26])([CH3:25])[C:23]#[N:24])=[CH:18][CH:17]=1.ClC(Cl)(O[C:31](=[O:37])OC(Cl)(Cl)Cl)Cl.C(N(CC)CC)C.Cl[CH2:47][Cl:48], predict the reaction product. The product is: [Cl:48][C:47]1[CH:11]=[CH:10][C:9]2[N:8]=[CH:7][C:6]3[CH2:12][N:13]([CH3:14])[C:31](=[O:37])[N:15]([C:16]4[CH:21]=[CH:20][C:19]([C:22]([CH3:25])([CH3:26])[C:23]#[N:24])=[CH:18][CH:17]=4)[C:5]=3[C:4]=2[N:3]=1. (5) Given the reactants Br[C:2]1[CH:7]=[CH:6][N:5]2[N:8]=[CH:9][C:10]([C:11]([O:13][CH2:14][CH3:15])=[O:12])=[C:4]2[CH:3]=1.CC1(C)C2C(=C(P(C3C=CC=CC=3)C3C=CC=CC=3)C=CC=2)OC2C(P(C3C=CC=CC=3)C3C=CC=CC=3)=CC=CC1=2.C(=O)([O-])[O-].[Cs+].[Cs+].[F:64][C:65]1[CH:66]=[C:67]([CH:70]=[C:71]([C@H:73]2[CH2:77][C@H:76]([F:78])[CH2:75][NH:74]2)[CH:72]=1)[C:68]#[N:69], predict the reaction product. The product is: [C:68]([C:67]1[CH:70]=[C:71]([C@H:73]2[CH2:77][C@H:76]([F:78])[CH2:75][N:74]2[C:2]2[CH:7]=[CH:6][N:5]3[N:8]=[CH:9][C:10]([C:11]([O:13][CH2:14][CH3:15])=[O:12])=[C:4]3[CH:3]=2)[CH:72]=[C:65]([F:64])[CH:66]=1)#[N:69]. (6) Given the reactants Br[C:2]1[CH:7]=[CH:6][CH:5]=[C:4]([N+:8]([O-:10])=[O:9])[C:3]=1[O:11][CH3:12].[CH3:13][C:14]1([CH3:30])[C:18]([CH3:20])([CH3:19])[O:17][B:16]([B:16]2[O:17][C:18]([CH3:20])([CH3:19])[C:14]([CH3:30])([CH3:13])[O:15]2)[O:15]1.C([O-])(=O)C.[K+], predict the reaction product. The product is: [CH3:12][O:11][C:3]1[C:4]([N+:8]([O-:10])=[O:9])=[CH:5][CH:6]=[CH:7][C:2]=1[B:16]1[O:17][C:18]([CH3:20])([CH3:19])[C:14]([CH3:30])([CH3:13])[O:15]1.